This data is from Full USPTO retrosynthesis dataset with 1.9M reactions from patents (1976-2016). The task is: Predict the reactants needed to synthesize the given product. (1) Given the product [NH2:24][C:25]1=[N:26][C:27](=[O:31])[N:28]([CH3:30])/[C:29]/1=[CH:40]/[CH:41]1[CH2:44][CH2:11][N:6]([CH2:5][C:4]2[CH:14]=[CH:15][C:16]([C:18]([F:20])([F:19])[F:21])=[CH:17][C:3]=2[C:2]([F:23])([F:22])[F:1])[CH2:7][CH2:42]1, predict the reactants needed to synthesize it. The reactants are: [F:1][C:2]([F:23])([F:22])[C:3]1[CH:17]=[C:16]([C:18]([F:21])([F:20])[F:19])[CH:15]=[CH:14][C:4]=1[CH2:5][N:6]1[CH2:11]CC(C=O)C[CH2:7]1.[NH:24]=[C:25]1[CH2:29][N:28]([CH3:30])[C:27](=[O:31])[N:26]1C(C1C=CC=CC=1)=O.[CH3:40][C:41]([CH3:44])([O-])[CH3:42].[K+].[Cl-].[NH4+]. (2) Given the product [Br:19][C:16]1[CH:15]=[N:14][C:13]([CH2:12][O:4][CH:1]([CH3:3])[CH3:2])=[N:18][CH:17]=1, predict the reactants needed to synthesize it. The reactants are: [CH:1]([OH:4])([CH3:3])[CH3:2].[H-].[Na+].CS(O[CH2:12][C:13]1[N:18]=[CH:17][C:16]([Br:19])=[CH:15][N:14]=1)(=O)=O.